The task is: Regression. Given two drug SMILES strings and cell line genomic features, predict the synergy score measuring deviation from expected non-interaction effect.. This data is from NCI-60 drug combinations with 297,098 pairs across 59 cell lines. (1) Drug 1: CC1OCC2C(O1)C(C(C(O2)OC3C4COC(=O)C4C(C5=CC6=C(C=C35)OCO6)C7=CC(=C(C(=C7)OC)O)OC)O)O. Drug 2: C1=C(C(=O)NC(=O)N1)F. Cell line: CCRF-CEM. Synergy scores: CSS=55.4, Synergy_ZIP=-6.56, Synergy_Bliss=-8.26, Synergy_Loewe=-12.9, Synergy_HSA=-2.03. (2) Drug 1: C1CCC(CC1)NC(=O)N(CCCl)N=O. Drug 2: CC1C(C(CC(O1)OC2CC(CC3=C2C(=C4C(=C3O)C(=O)C5=C(C4=O)C(=CC=C5)OC)O)(C(=O)CO)O)N)O.Cl. Cell line: TK-10. Synergy scores: CSS=43.4, Synergy_ZIP=7.89, Synergy_Bliss=3.53, Synergy_Loewe=-25.8, Synergy_HSA=3.23. (3) Drug 1: CCC1=CC2CC(C3=C(CN(C2)C1)C4=CC=CC=C4N3)(C5=C(C=C6C(=C5)C78CCN9C7C(C=CC9)(C(C(C8N6C)(C(=O)OC)O)OC(=O)C)CC)OC)C(=O)OC.C(C(C(=O)O)O)(C(=O)O)O. Drug 2: CC12CCC3C(C1CCC2OP(=O)(O)O)CCC4=C3C=CC(=C4)OC(=O)N(CCCl)CCCl.[Na+]. Cell line: SK-MEL-28. Synergy scores: CSS=37.8, Synergy_ZIP=-2.66, Synergy_Bliss=1.29, Synergy_Loewe=-13.3, Synergy_HSA=3.04. (4) Drug 1: CC1=C(C(=CC=C1)Cl)NC(=O)C2=CN=C(S2)NC3=CC(=NC(=N3)C)N4CCN(CC4)CCO. Drug 2: C(CN)CNCCSP(=O)(O)O. Cell line: HCT116. Synergy scores: CSS=1.28, Synergy_ZIP=4.60, Synergy_Bliss=8.45, Synergy_Loewe=5.62, Synergy_HSA=4.83. (5) Drug 1: CC1C(C(=O)NC(C(=O)N2CCCC2C(=O)N(CC(=O)N(C(C(=O)O1)C(C)C)C)C)C(C)C)NC(=O)C3=C4C(=C(C=C3)C)OC5=C(C(=O)C(=C(C5=N4)C(=O)NC6C(OC(=O)C(N(C(=O)CN(C(=O)C7CCCN7C(=O)C(NC6=O)C(C)C)C)C)C(C)C)C)N)C. Drug 2: C1=NNC2=C1C(=O)NC=N2. Cell line: CAKI-1. Synergy scores: CSS=24.7, Synergy_ZIP=6.19, Synergy_Bliss=-1.42, Synergy_Loewe=-28.4, Synergy_HSA=-6.13. (6) Drug 1: C1C(C(OC1N2C=NC3=C(N=C(N=C32)Cl)N)CO)O. Drug 2: C1C(C(OC1N2C=NC3=C2NC=NCC3O)CO)O. Cell line: BT-549. Synergy scores: CSS=47.7, Synergy_ZIP=0.660, Synergy_Bliss=-1.46, Synergy_Loewe=-15.6, Synergy_HSA=-2.56. (7) Drug 1: CCC1=C2CN3C(=CC4=C(C3=O)COC(=O)C4(CC)O)C2=NC5=C1C=C(C=C5)O. Drug 2: CN1C2=C(C=C(C=C2)N(CCCl)CCCl)N=C1CCCC(=O)O.Cl. Cell line: TK-10. Synergy scores: CSS=-0.867, Synergy_ZIP=-0.147, Synergy_Bliss=2.77, Synergy_Loewe=-0.460, Synergy_HSA=0.932.